Dataset: Full USPTO retrosynthesis dataset with 1.9M reactions from patents (1976-2016). Task: Predict the reactants needed to synthesize the given product. Given the product [CH2:1]=[CH:2][C:3]1[CH:8]=[CH:7][CH:6]=[CH:5][CH:4]=1.[C:9]([O:13][CH2:14][CH2:15][CH2:16][CH3:17])(=[O:12])[CH:10]=[CH2:11].[C:9]([OH:13])(=[O:12])[CH:10]=[CH2:11], predict the reactants needed to synthesize it. The reactants are: [CH2:1]=[CH:2][C:3]1[CH:8]=[CH:7][CH:6]=[CH:5][CH:4]=1.[C:9]([O:13][CH2:14][CH2:15][CH2:16][CH3:17])(=[O:12])[CH:10]=[CH2:11].[OH-].[Na+].